Dataset: Retrosynthesis with 50K atom-mapped reactions and 10 reaction types from USPTO. Task: Predict the reactants needed to synthesize the given product. (1) Given the product COc1ccc(C=CC(=O)NO)cc1OC, predict the reactants needed to synthesize it. The reactants are: COC(=O)C=Cc1ccc(OC)c(OC)c1.NO. (2) Given the product C[C@@H]1CN(c2ccc(-c3ccccc3Cl)c(F)c2)C(=O)c2c(N)ncnc2O1, predict the reactants needed to synthesize it. The reactants are: C[C@@H]1CN(c2ccc(OS(=O)(=O)C(F)(F)F)c(F)c2)C(=O)c2c(N)ncnc2O1.OB(O)c1ccccc1Cl. (3) Given the product CCNC(=O)Nc1cc(-c2nc(C(F)(F)F)cs2)c(-c2cc(-c3n[nH]c(=O)o3)cnc2OC2CCNCC2)cn1, predict the reactants needed to synthesize it. The reactants are: CCNC(=O)Nc1cc(-c2nc(C(F)(F)F)cs2)c(-c2cc(-c3n[nH]c(=O)o3)cnc2OC2CCN(C(=O)OC(C)(C)C)CC2)cn1. (4) The reactants are: O=c1[nH]c2ccccc2c(=O)n1C1CCN(Cc2ccccc2)CC1. Given the product O=c1[nH]c2ccccc2c(=O)n1C1CCNCC1, predict the reactants needed to synthesize it. (5) The reactants are: COCOc1ccc(N2CC[C@@H](OC(C)=O)C2=O)nc1Cc1ccccc1. Given the product COCOc1ccc(N2CC[C@@H](O)C2=O)nc1Cc1ccccc1, predict the reactants needed to synthesize it. (6) Given the product COC(=O)c1cc(O)cc(Oc2ccc([N+](=O)[O-])cc2)c1, predict the reactants needed to synthesize it. The reactants are: COC(=O)c1cc(O)cc(O)c1.O=[N+]([O-])c1ccc(F)cc1. (7) Given the product O=C(c1ccccc1)c1cc(Cl)ccc1N1CCNCC1, predict the reactants needed to synthesize it. The reactants are: C1CNCCN1.O=C(c1ccccc1)c1cc(Cl)ccc1Br.